The task is: Predict which catalyst facilitates the given reaction.. This data is from Catalyst prediction with 721,799 reactions and 888 catalyst types from USPTO. (1) Reactant: [Cl:1][C:2]1[CH:3]=[CH:4][C:5]([C:30]#[N:31])=[C:6]([C:8]2[C:13]([O:14][CH3:15])=[CH:12][N:11]([CH:16]([CH2:24][C:25]3([CH3:28])[CH2:27][CH2:26]3)[C:17]([O:19]C(C)(C)C)=[O:18])[C:10](=[O:29])[CH:9]=2)[CH:7]=1.C(O)(C(F)(F)F)=O. Product: [Cl:1][C:2]1[CH:3]=[CH:4][C:5]([C:30]#[N:31])=[C:6]([C:8]2[C:13]([O:14][CH3:15])=[CH:12][N:11]([CH:16]([CH2:24][C:25]3([CH3:28])[CH2:27][CH2:26]3)[C:17]([OH:19])=[O:18])[C:10](=[O:29])[CH:9]=2)[CH:7]=1. The catalyst class is: 4. (2) Reactant: C(N(S(F)(F)[F:7])CC)C.[CH2:10]([N:17]([CH2:25][C:26]1[CH:31]=[CH:30][CH:29]=[CH:28][CH:27]=1)[CH2:18][CH2:19][CH2:20][C:21]([CH3:24])(O)[CH3:22])[C:11]1[CH:16]=[CH:15][CH:14]=[CH:13][CH:12]=1. Product: [CH2:10]([N:17]([CH2:25][C:26]1[CH:31]=[CH:30][CH:29]=[CH:28][CH:27]=1)[CH2:18][CH2:19][CH2:20][C:21]([F:7])([CH3:24])[CH3:22])[C:11]1[CH:16]=[CH:15][CH:14]=[CH:13][CH:12]=1. The catalyst class is: 2. (3) Reactant: [Br:1][C:2]1[CH:7]=[CH:6][C:5]([C@@H:8]([NH:10][CH2:11][CH2:12][C:13]2([CH:18]([CH3:20])[CH3:19])OCC[O:14]2)[CH3:9])=[CH:4][CH:3]=1.Cl.C([O-])(O)=O.[Na+]. Product: [Br:1][C:2]1[CH:3]=[CH:4][C:5]([C@@H:8]([NH:10][CH2:11][CH2:12][C:13](=[O:14])[CH:18]([CH3:20])[CH3:19])[CH3:9])=[CH:6][CH:7]=1. The catalyst class is: 5. (4) Reactant: [Cl-].[Br:2][C:3]1[CH:8]=[CH:7][C:6]([C@H:9]([NH3+:11])[CH3:10])=[C:5]([F:12])[CH:4]=1.[F:13][C:14]([F:25])([F:24])[C:15]([NH:17][C:18]1([C:21](O)=[O:22])[CH2:20][CH2:19]1)=[O:16].C(Cl)CCl.C1C=NC2N(O)N=NC=2C=1.C(N(CC)CC)C. Product: [Br:2][C:3]1[CH:8]=[CH:7][C:6]([C@H:9]([NH:11][C:21]([C:18]2([NH:17][C:15](=[O:16])[C:14]([F:13])([F:24])[F:25])[CH2:19][CH2:20]2)=[O:22])[CH3:10])=[C:5]([F:12])[CH:4]=1. The catalyst class is: 35.